Dataset: Full USPTO retrosynthesis dataset with 1.9M reactions from patents (1976-2016). Task: Predict the reactants needed to synthesize the given product. (1) Given the product [C:25]1([CH3:36])[CH:26]=[CH:27][C:28]([S:31]([O-:34])(=[O:32])=[O:33])=[CH:29][CH:30]=1.[C:19]1([S+:12]([C:6]2[CH:7]=[CH:8][CH:9]=[CH:10][CH:11]=2)[C:13]2[CH:18]=[CH:17][CH:16]=[CH:15][CH:14]=2)[CH:20]=[CH:21][CH:22]=[CH:23][CH:24]=1, predict the reactants needed to synthesize it. The reactants are: C([O-])(=O)CC.[C:6]1([S+:12]([C:19]2[CH:24]=[CH:23][CH:22]=[CH:21][CH:20]=2)[C:13]2[CH:18]=[CH:17][CH:16]=[CH:15][CH:14]=2)[CH:11]=[CH:10][CH:9]=[CH:8][CH:7]=1.[C:25]1([CH3:36])[CH:30]=[CH:29][C:28]([S:31]([O:34]C)(=[O:33])=[O:32])=[CH:27][CH:26]=1. (2) The reactants are: C([Li])[CH2:2][CH2:3][CH3:4].[CH:6]1([S:9][S:10][CH:11]2[CH2:13][CH2:12]2)[CH2:8][CH2:7]1.Br[CH2:15][C@@H:16]1[CH2:20][O:19][C:18]([CH3:22])([CH3:21])[O:17]1.[Cl-].[NH4+]. Given the product [CH3:21][C:18]1([CH3:22])[O:17][C@H:16]([CH2:15][C:6]2([S:9][S:10][C:11]3([CH2:15][C@@H:16]4[CH2:20][O:19][C:3]([CH3:4])([CH3:2])[O:17]4)[CH2:13][CH2:12]3)[CH2:8][CH2:7]2)[CH2:20][O:19]1, predict the reactants needed to synthesize it. (3) Given the product [CH2:18]([O:17][C:15](=[O:16])[CH:14]([N:1]1[CH2:5][CH2:4][CH2:3][CH2:2]1)[CH3:19])[CH3:6], predict the reactants needed to synthesize it. The reactants are: [NH:1]1[CH2:5][CH2:4][CH2:3][CH2:2]1.[CH2:6](N(CC)CC)C.Br[CH:14]([CH3:19])[C:15]([O:17][CH3:18])=[O:16]. (4) The reactants are: [CH2:1]([O:3][C:4](=[O:23])[CH:5]=[CH:6][CH:7]([NH:15][C:16]([O:18][C:19]([CH3:22])([CH3:21])[CH3:20])=[O:17])[CH2:8][C:9]1[CH:14]=[CH:13][CH:12]=[CH:11][CH:10]=1)[CH3:2]. Given the product [CH2:1]([O:3][C:4](=[O:23])[CH2:5][CH2:6][CH:7]([NH:15][C:16]([O:18][C:19]([CH3:22])([CH3:21])[CH3:20])=[O:17])[CH2:8][C:9]1[CH:14]=[CH:13][CH:12]=[CH:11][CH:10]=1)[CH3:2], predict the reactants needed to synthesize it. (5) Given the product [ClH:17].[CH3:16][O:15][C:13]([CH:10]1[CH2:11][CH2:12][NH:8][CH2:9]1)=[O:14], predict the reactants needed to synthesize it. The reactants are: C([N:8]1[CH2:12][CH2:11][CH:10]([C:13]([O:15][CH3:16])=[O:14])[CH2:9]1)C1C=CC=CC=1.[ClH:17]. (6) Given the product [NH2:1][C:2]1[N:7]=[CH:6][C:5]([C:8]2[CH:9]=[N:10][N:11]([C:13]([CH3:18])([CH3:17])[C:14]([NH:50][CH2:49][CH2:48][CH2:47][N:46]([CH3:51])[CH3:45])=[O:15])[CH:12]=2)=[CH:4][C:3]=1[O:19][CH:20]([C:22]1[C:27]([Cl:28])=[CH:26][CH:25]=[C:24]([F:29])[C:23]=1[Cl:30])[CH3:21], predict the reactants needed to synthesize it. The reactants are: [NH2:1][C:2]1[N:7]=[CH:6][C:5]([C:8]2[CH:9]=[N:10][N:11]([C:13]([CH3:18])([CH3:17])[C:14](O)=[O:15])[CH:12]=2)=[CH:4][C:3]=1[O:19][CH:20]([C:22]1[C:27]([Cl:28])=[CH:26][CH:25]=[C:24]([F:29])[C:23]=1[Cl:30])[CH3:21].C1C=CC2N(O)N=NC=2C=1.C(Cl)CCl.[CH3:45][N:46]([CH3:51])[CH2:47][CH2:48][CH2:49][NH2:50]. (7) The reactants are: [OH:1][CH2:2][C:3]1[NH:11][C:10]2[C:9](=[O:12])[N:8]([CH3:13])[C:7](=[O:14])[N:6]([CH3:15])[C:5]=2[N:4]=1.[OH-].[Na+].[O-:18][Mn](=O)(=O)=O.[K+]. Given the product [CH3:13][N:8]1[C:9](=[O:12])[C:10]2[NH:11][C:3]([C:2]([OH:18])=[O:1])=[N:4][C:5]=2[N:6]([CH3:15])[C:7]1=[O:14], predict the reactants needed to synthesize it. (8) The reactants are: [Cl:1][C:2]1[CH:7]=[CH:6][C:5]([C@H:8]2[N:15]3[C:11]([S:12][C:13]([C:19]([N:21]4[C@H:28]([CH2:29][CH3:30])[CH2:27][CH2:26][C@H:22]4[C:23]([OH:25])=O)=[O:20])=[C:14]3[CH:16]([CH3:18])[CH3:17])=[N:10][C@:9]2([C:32]2[CH:37]=[CH:36][C:35]([Cl:38])=[CH:34][CH:33]=2)[CH3:31])=[CH:4][CH:3]=1.[CH3:39][N:40]([CH3:46])[C@H:41]1[CH2:45][CH2:44][NH:43][CH2:42]1. Given the product [Cl:1][C:2]1[CH:7]=[CH:6][C:5]([C@H:8]2[N:15]3[C:11]([S:12][C:13]([C:19]([N:21]4[CH:28]([CH2:29][CH3:30])[CH2:27][CH2:26][CH:22]4[C:23]([N:43]4[CH2:44][CH2:45][C@H:41]([N:40]([CH3:46])[CH3:39])[CH2:42]4)=[O:25])=[O:20])=[C:14]3[CH:16]([CH3:17])[CH3:18])=[N:10][C@:9]2([C:32]2[CH:33]=[CH:34][C:35]([Cl:38])=[CH:36][CH:37]=2)[CH3:31])=[CH:4][CH:3]=1, predict the reactants needed to synthesize it. (9) The reactants are: [C:1]1([C:7]2[N:8]=[C:9]3[CH:14]=[C:13]([NH2:15])[CH:12]=[CH:11][N:10]3[CH:16]=2)[CH:6]=[CH:5][CH:4]=[CH:3][CH:2]=1.I[CH3:18]. Given the product [CH3:18][NH:15][C:13]1[CH:12]=[CH:11][N:10]2[CH:16]=[C:7]([C:1]3[CH:2]=[CH:3][CH:4]=[CH:5][CH:6]=3)[N:8]=[C:9]2[CH:14]=1, predict the reactants needed to synthesize it.